From a dataset of Full USPTO retrosynthesis dataset with 1.9M reactions from patents (1976-2016). Predict the reactants needed to synthesize the given product. (1) Given the product [CH3:1][C:2]1[CH:3]=[CH:4][N:5]2[C:10]=1[C:9](=[O:11])[N:8]([C:12]1[CH:17]=[CH:16][CH:15]=[CH:14][CH:13]=1)[C:7]([C@@H:18]([NH:20][C:21]1[C:22]3[C:29]([C:30]4[CH:35]=[CH:34][CH:33]=[C:32]([C:36]5[O:37][C:38]([CH3:41])=[N:39][N:40]=5)[CH:31]=4)=[CH:28][NH:27][C:23]=3[N:24]=[CH:25][N:26]=1)[CH3:19])=[N:6]2, predict the reactants needed to synthesize it. The reactants are: [CH3:1][C:2]1[CH:3]=[CH:4][N:5]2[C:10]=1[C:9](=[O:11])[N:8]([C:12]1[CH:17]=[CH:16][CH:15]=[CH:14][CH:13]=1)[C:7]([C@@H:18]([NH:20][C:21]1[C:22]3[C:29]([C:30]4[CH:35]=[CH:34][CH:33]=[C:32]([C:36]5[O:37][C:38]([CH3:41])=[N:39][N:40]=5)[CH:31]=4)=[CH:28][N:27](COCC[Si](C)(C)C)[C:23]=3[N:24]=[CH:25][N:26]=1)[CH3:19])=[N:6]2.FC(F)(F)C(O)=O.N. (2) Given the product [CH2:17]([O:16][CH:5]([CH2:6][C:7]1[CH:8]=[C:9]2[C:13](=[CH:14][CH:15]=1)[N:12]([CH2:21][C:22]1[N:23]=[C:24]([C:28]3[CH:29]=[C:30]([O:38][CH3:39])[C:31]([O:36][CH3:37])=[C:32]([O:34][CH3:35])[CH:33]=3)[O:25][C:26]=1[CH3:27])[CH:11]=[CH:10]2)[C:4]([OH:3])=[O:19])[CH3:18], predict the reactants needed to synthesize it. The reactants are: C([O:3][C:4](=[O:19])[CH:5]([O:16][CH2:17][CH3:18])[CH2:6][C:7]1[CH:8]=[C:9]2[C:13](=[CH:14][CH:15]=1)[NH:12][CH:11]=[CH:10]2)C.Cl[CH2:21][C:22]1[N:23]=[C:24]([C:28]2[CH:33]=[C:32]([O:34][CH3:35])[C:31]([O:36][CH3:37])=[C:30]([O:38][CH3:39])[CH:29]=2)[O:25][C:26]=1[CH3:27]. (3) Given the product [Cl:23][C:18]1[CH:17]=[CH:16][C:15]([S:3]([CH3:1])(=[O:5])=[O:4])=[CH:22][C:19]=1[C:20]#[N:21], predict the reactants needed to synthesize it. The reactants are: [CH2:1]([S:3](C1C=CC(F)=C(F)C=1)(=[O:5])=[O:4])C.N[C:15]1[CH:16]=[CH:17][C:18]([Cl:23])=[C:19]([CH:22]=1)[C:20]#[N:21].CSSC. (4) Given the product [CH2:26]([O:9][C:8]([CH:5]1[CH2:4][CH2:3][C:2]([CH3:1])([C:11]([OH:13])=[O:12])[CH2:7][CH2:6]1)=[O:10])[C:27]1[CH:32]=[CH:31][CH:30]=[CH:29][CH:28]=1, predict the reactants needed to synthesize it. The reactants are: [CH3:1][C:2]1([C:11]([OH:13])=[O:12])[CH2:7][CH2:6][CH:5]([C:8]([OH:10])=[O:9])[CH2:4][CH2:3]1.C(Cl)(=O)C(Cl)=O.N1C=CC=CC=1.[CH2:26](O)[C:27]1[CH:32]=[CH:31][CH:30]=[CH:29][CH:28]=1. (5) Given the product [CH2:1]([O:3][C:4](=[O:21])[NH:5][C@@H:6]([C:11]1[CH:16]=[CH:15][CH:14]=[C:13]([C:17]([F:19])([F:18])[F:20])[CH:12]=1)[CH2:7][NH2:8])[CH3:2], predict the reactants needed to synthesize it. The reactants are: [CH2:1]([O:3][C:4](=[O:21])[NH:5][C@@H:6]([C:11]1[CH:16]=[CH:15][CH:14]=[C:13]([C:17]([F:20])([F:19])[F:18])[CH:12]=1)[CH2:7][N:8]=[N+]=[N-])[CH3:2]. (6) Given the product [F:37][C:38]([F:43])([F:42])[C:39]([OH:41])=[O:40].[F:1][C:2]1[CH:7]=[CH:6][C:5]([F:8])=[CH:4][C:3]=1[C@@H:9]1[C@@H:14]([NH2:15])[CH2:13][C@@H:12]([N:23]2[CH2:30][C:29]3[CH2:28][NH:27][N:26]([S:31]([CH:34]4[CH2:36][CH2:35]4)(=[O:32])=[O:33])[C:25]=3[CH2:24]2)[CH2:11][O:10]1, predict the reactants needed to synthesize it. The reactants are: [F:1][C:2]1[CH:7]=[CH:6][C:5]([F:8])=[CH:4][C:3]=1[C@@H:9]1[C@@H:14]([NH:15]C(=O)OC(C)(C)C)[CH2:13][C@@H:12]([N:23]2[CH2:30][C:29]3[CH2:28][NH:27][N:26]([S:31]([CH:34]4[CH2:36][CH2:35]4)(=[O:33])=[O:32])[C:25]=3[CH2:24]2)[CH2:11][O:10]1.[F:37][C:38]([F:43])([F:42])[C:39]([OH:41])=[O:40].